From a dataset of Full USPTO retrosynthesis dataset with 1.9M reactions from patents (1976-2016). Predict the reactants needed to synthesize the given product. (1) Given the product [CH2:57]([NH:56][C:53]1[CH:54]=[CH:55][C:50]([C:30]2[N:29]=[C:28]([C@H:26]3[CH2:27][C@@H:23]([OH:22])[CH2:24][N:25]3[C:59](=[O:61])[CH3:60])[N:32]3[C:33]4[CH:39]=[CH:38][NH:37][C:34]=4[N:35]=[CH:36][C:31]=23)=[CH:51][CH:52]=1)[CH3:58], predict the reactants needed to synthesize it. The reactants are: C(NC1C=CC(B2OC(C)(C)C(C)(C)O2)=CC=1)C.C([O:22][C@@H:23]1[CH2:27][C@H:26]([C:28]2[N:32]3[C:33]4[CH:39]=[CH:38][N:37](S(C5C=CC(C)=CC=5)(=O)=O)[C:34]=4[N:35]=[CH:36][C:31]3=[C:30]([C:50]3[CH:55]=[CH:54][C:53]([NH:56][CH2:57][CH3:58])=[CH:52][CH:51]=3)[N:29]=2)[N:25]([C:59](=[O:61])[CH3:60])[CH2:24]1)(=O)C.C([O-])([O-])=O.[K+].[K+]. (2) Given the product [CH3:1][O:2][C:3]1[CH:4]=[CH:5][C:6]([CH2:7][N:8]2[C:16](=[O:17])[C:15]3[N:14]([CH2:35][C:36]4[CH:41]=[CH:40][C:39]([CH3:42])=[CH:38][N:37]=4)[C:13]([CH2:18][C:19]4[CH:24]=[CH:23][CH:22]=[C:21]([O:25][C:26]([F:27])([F:29])[F:28])[CH:20]=4)=[N:12][C:11]=3[N:10]([CH3:30])[C:9]2=[O:31])=[CH:32][CH:33]=1, predict the reactants needed to synthesize it. The reactants are: [CH3:1][O:2][C:3]1[CH:33]=[CH:32][C:6]([CH2:7][N:8]2[C:16](=[O:17])[C:15]3[NH:14][C:13]([CH2:18][C:19]4[CH:24]=[CH:23][CH:22]=[C:21]([O:25][C:26]([F:29])([F:28])[F:27])[CH:20]=4)=[N:12][C:11]=3[N:10]([CH3:30])[C:9]2=[O:31])=[CH:5][CH:4]=1.Cl[CH2:35][C:36]1[CH:41]=[CH:40][C:39]([CH3:42])=[CH:38][N:37]=1.C(=O)([O-])[O-].[K+].[K+]. (3) Given the product [CH2:17]([C:12]1[CH:13]=[CH:14][CH:15]=[CH:16][C:11]=1[NH:10][C:8]([C:3]1[C:4]([CH3:7])=[N:5][S:6][C:2]=1[NH:1][C:20]1[C:29]2[C:24](=[CH:25][CH:26]=[CH:27][CH:28]=2)[N:23]=[C:22]([CH3:30])[N:21]=1)=[O:9])[CH3:18], predict the reactants needed to synthesize it. The reactants are: [NH2:1][C:2]1[S:6][N:5]=[C:4]([CH3:7])[C:3]=1[C:8]([NH:10][C:11]1[CH:16]=[CH:15][CH:14]=[CH:13][C:12]=1[CH2:17][CH3:18])=[O:9].Cl[C:20]1[C:29]2[C:24](=[CH:25][CH:26]=[CH:27][CH:28]=2)[N:23]=[C:22]([CH3:30])[N:21]=1.C(=O)([O-])[O-].[Cs+].[Cs+].CC1(C)C2C(=C(P(C3C=CC=CC=3)C3C=CC=CC=3)C=CC=2)OC2C(P(C3C=CC=CC=3)C3C=CC=CC=3)=CC=CC1=2. (4) Given the product [CH3:27][C:16]1[CH:15]=[C:14]([S:13][CH2:12][CH2:11][CH2:10][C:8]2[S:9][C:5]3[CH:4]=[CH:3][C:2]([C:44]([F:47])([F:46])[F:45])=[CH:29][C:6]=3[C:7]=2[CH3:28])[CH:19]=[CH:18][C:17]=1[O:20][CH2:21][C:22]([O:24][CH2:25][CH3:26])=[O:23], predict the reactants needed to synthesize it. The reactants are: Br[C:2]1[CH:3]=[CH:4][C:5]2[S:9][C:8]([CH2:10][CH2:11][CH2:12][S:13][C:14]3[CH:19]=[CH:18][C:17]([O:20][CH2:21][C:22]([O:24][CH2:25][CH3:26])=[O:23])=[C:16]([CH3:27])[CH:15]=3)=[C:7]([CH3:28])[C:6]=2[CH:29]=1.BrCCCC1SC2C=CC([C:44]([F:47])([F:46])[F:45])=CC=2C=1C. (5) Given the product [CH2:1]([O:3][C:4]([C:6]1[C:7]2[CH:14]=[CH:13][C:12]([OH:15])=[CH:11][C:8]=2[S:9][CH:10]=1)=[O:5])[CH3:2], predict the reactants needed to synthesize it. The reactants are: [CH2:1]([O:3][C:4]([C:6]1[C:7]2[CH:14]=[CH:13][C:12]([O:15]C)=[CH:11][C:8]=2[S:9][CH:10]=1)=[O:5])[CH3:2].B(Br)(Br)Br.C([O-])(O)=O.[Na+].